This data is from Peptide-MHC class I binding affinity with 185,985 pairs from IEDB/IMGT. The task is: Regression. Given a peptide amino acid sequence and an MHC pseudo amino acid sequence, predict their binding affinity value. This is MHC class I binding data. (1) The peptide sequence is LSPLYFTSVIK. The MHC is Mamu-A01 with pseudo-sequence Mamu-A01. The binding affinity (normalized) is 0.397. (2) The peptide sequence is LMLHQQYNQ. The MHC is HLA-A80:01 with pseudo-sequence HLA-A80:01. The binding affinity (normalized) is 0.0847. (3) The peptide sequence is SQYDPKELL. The MHC is HLA-B27:05 with pseudo-sequence HLA-B27:05. The binding affinity (normalized) is 0.213.